Dataset: NCI-60 drug combinations with 297,098 pairs across 59 cell lines. Task: Regression. Given two drug SMILES strings and cell line genomic features, predict the synergy score measuring deviation from expected non-interaction effect. Drug 1: CCN(CC)CCNC(=O)C1=C(NC(=C1C)C=C2C3=C(C=CC(=C3)F)NC2=O)C. Drug 2: CC(C)NC(=O)C1=CC=C(C=C1)CNNC.Cl. Cell line: IGROV1. Synergy scores: CSS=-5.28, Synergy_ZIP=2.77, Synergy_Bliss=-0.897, Synergy_Loewe=-1.95, Synergy_HSA=-5.41.